Dataset: Reaction yield outcomes from USPTO patents with 853,638 reactions. Task: Predict the reaction yield, written as a fraction of the theoretical maximum amount of product (1.0 means a 100% yield; for example, 0.34 means a 34% yield). (1) The reactants are [I-].[CH3:2][S+](C)C.[H-].[Na+].[Cl:8][C:9]1[CH:18]=[C:17]2[C:12]([CH:13]=[CH:14][C:15](/[CH:19]=[CH:20]/[C:21]3[CH:22]=[C:23]([CH:26]=[CH:27][CH:28]=3)[CH:24]=[O:25])=[N:16]2)=[CH:11][CH:10]=1.O. The catalyst is CS(C)=O.C1COCC1.C(OCC)(=O)C. The product is [Cl:8][C:9]1[CH:18]=[C:17]2[C:12]([CH:13]=[CH:14][C:15](/[CH:19]=[CH:20]/[C:21]3[CH:28]=[CH:27][CH:26]=[C:23]([CH:24]4[CH2:2][O:25]4)[CH:22]=3)=[N:16]2)=[CH:11][CH:10]=1. The yield is 0.660. (2) The product is [CH3:21][C:16]1[C:15]([C:2]#[C:1][C:3]2[CH:8]=[CH:7][C:6]([CH2:9][C:10]([O:12][CH3:13])=[O:11])=[CH:5][CH:4]=2)=[CH:20][CH:19]=[CH:18][N:17]=1. The yield is 0.172. The reactants are [C:1]([C:3]1[CH:8]=[CH:7][C:6]([CH2:9][C:10]([O:12][CH3:13])=[O:11])=[CH:5][CH:4]=1)#[CH:2].Br[C:15]1[C:16]([CH3:21])=[N:17][CH:18]=[CH:19][CH:20]=1. The catalyst is CCN(CC)CC.[Cu]I.Cl[Pd](Cl)([P](C1C=CC=CC=1)(C1C=CC=CC=1)C1C=CC=CC=1)[P](C1C=CC=CC=1)(C1C=CC=CC=1)C1C=CC=CC=1.